This data is from Catalyst prediction with 721,799 reactions and 888 catalyst types from USPTO. The task is: Predict which catalyst facilitates the given reaction. Reactant: C([N:8]1[CH2:13][CH2:12][CH2:11][C:10]([C:15]2[CH:20]=[CH:19][CH:18]=[C:17]([O:21][CH3:22])[CH:16]=2)([OH:14])[CH2:9]1)C1C=CC=CC=1.Cl. Product: [CH3:22][O:21][C:17]1[CH:16]=[C:15]([C:10]2([OH:14])[CH2:11][CH2:12][CH2:13][NH:8][CH2:9]2)[CH:20]=[CH:19][CH:18]=1. The catalyst class is: 19.